From a dataset of Full USPTO retrosynthesis dataset with 1.9M reactions from patents (1976-2016). Predict the reactants needed to synthesize the given product. Given the product [Br:27][C:11]1[CH:12]=[CH:13][CH:14]=[C:15]2[C:10]=1[C:9]([C:16]([O:18][CH3:19])=[O:17])=[CH:8][N:7]=[CH:6]2, predict the reactants needed to synthesize it. The reactants are: OS(O)(=O)=O.[CH:6]1[C:15]2[C:10](=[CH:11][CH:12]=[CH:13][CH:14]=2)[C:9]([C:16]([O:18][CH3:19])=[O:17])=[CH:8][N:7]=1.C1C(=O)N([Br:27])C(=O)C1.